From a dataset of Full USPTO retrosynthesis dataset with 1.9M reactions from patents (1976-2016). Predict the reactants needed to synthesize the given product. (1) Given the product [CH:55]([O:54][C:49]([O:50][CH:51]([O:39][P:36]([C:33]([C:3]1[CH:4]=[CH:5][C:6]([CH2:8][N:9]([C:25]2[CH:30]=[CH:29][C:28]([Cl:31])=[C:27]([Cl:32])[CH:26]=2)[C:10]2[O:11][C:12]([C:15]3[CH:16]=[CH:17][C:18]([S:21]([CH3:24])(=[O:23])=[O:22])=[CH:19][CH:20]=3)=[CH:13][N:14]=2)=[CH:7][C:2]=1[Br:1])([F:34])[F:35])(=[O:37])[OH:38])[CH3:52])=[O:58])([CH3:57])[CH3:56], predict the reactants needed to synthesize it. The reactants are: [Br:1][C:2]1[CH:7]=[C:6]([CH2:8][N:9]([C:25]2[CH:30]=[CH:29][C:28]([Cl:31])=[C:27]([Cl:32])[CH:26]=2)[C:10]2[O:11][C:12]([C:15]3[CH:20]=[CH:19][C:18]([S:21]([CH3:24])(=[O:23])=[O:22])=[CH:17][CH:16]=3)=[CH:13][N:14]=2)[CH:5]=[CH:4][C:3]=1[C:33]([P:36](=[O:39])([OH:38])[OH:37])([F:35])[F:34].C(N(C(C)C)CC)(C)C.[C:49](=[O:58])([O:54][CH:55]([CH3:57])[CH3:56])[O:50][CH:51](Cl)[CH3:52]. (2) Given the product [Cl:1][C:2]1[CH:7]=[CH:6][C:5]([C:8]2[S:9][CH:10]=[CH:11][C:12]=2[CH2:13][C:14]([OH:16])=[O:15])=[CH:4][CH:3]=1, predict the reactants needed to synthesize it. The reactants are: [Cl:1][C:2]1[CH:7]=[CH:6][C:5]([C:8]2[S:9][CH:10]=[CH:11][C:12]=2[CH2:13][C:14]([O:16]CC)=[O:15])=[CH:4][CH:3]=1.[OH-].[Na+]. (3) Given the product [N-:1]([S:2]([C:5]([F:8])([F:6])[F:7])(=[O:4])=[O:3])[S:9]([C:12]([F:15])([F:14])[F:13])(=[O:11])=[O:10].[CH2:22]1[N+:23]2([CH2:24][CH2:25][CH2:26][CH2:27][CH2:28][CH2:29]2)[CH2:18][CH2:19][CH2:20][CH2:21]1, predict the reactants needed to synthesize it. The reactants are: [N-:1]([S:9]([C:12]([F:15])([F:14])[F:13])(=[O:11])=[O:10])[S:2]([C:5]([F:8])([F:7])[F:6])(=[O:4])=[O:3].[Li+].[Br-].[CH2:18]1[N+:23]2([CH2:29][CH2:28][CH2:27][CH2:26][CH2:25][CH2:24]2)[CH2:22][CH2:21][CH2:20][CH2:19]1. (4) The reactants are: [Cl:1][C:2]1[C:48]([F:49])=[CH:47][CH:46]=[CH:45][C:3]=1[CH2:4][NH:5][C:6](=[O:44])[N:7]([C@H:9]([CH2:27][O:28][C:29](=[O:43])[NH:30][C:31]1[CH:35]=[C:34]([C:36]2[CH:41]=[CH:40][CH:39]=[C:38]([F:42])[CH:37]=2)[O:33][N:32]=1)[CH2:10][CH2:11][C:12]([N:14]1[CH2:19][CH2:18][N:17](C(OC(C)(C)C)=O)[CH2:16][CH2:15]1)=[O:13])[CH3:8].Cl.O1CCOCC1. Given the product [F:42][C:38]1[CH:37]=[C:36]([C:34]2[O:33][N:32]=[C:31]([NH:30][C:29](=[O:43])[O:28][CH2:27][C@@H:9]([N:7]([CH3:8])[C:6]([NH:5][CH2:4][C:3]3[CH:45]=[CH:46][CH:47]=[C:48]([F:49])[C:2]=3[Cl:1])=[O:44])[CH2:10][CH2:11][C:12](=[O:13])[N:14]3[CH2:15][CH2:16][NH:17][CH2:18][CH2:19]3)[CH:35]=2)[CH:41]=[CH:40][CH:39]=1, predict the reactants needed to synthesize it. (5) Given the product [C:30]([O:29][C:27]([N:8]([C:27]([O:29][C:30]([CH3:31])([CH3:32])[CH3:33])=[O:28])[C:5]1[C:4]([C:9]2[N:10]([C:27]([O:29][C:30]([CH3:33])([CH3:32])[CH3:31])=[O:28])[C:11]3[CH:17]=[CH:16][CH:15]=[CH:14][C:12]=3[N:13]=2)=[N:3][C:2]([Br:1])=[CH:7][N:6]=1)=[O:28])([CH3:33])([CH3:32])[CH3:31], predict the reactants needed to synthesize it. The reactants are: [Br:1][C:2]1[N:3]=[C:4]([C:9]2[NH:13][C:12]3[CH:14]=[C:15](C)[CH:16]=[CH:17][C:11]=3[N:10]=2)[C:5]([NH2:8])=[N:6][CH:7]=1.[C:27](O[C:27]([O:29][C:30]([CH3:33])([CH3:32])[CH3:31])=[O:28])([O:29][C:30]([CH3:33])([CH3:32])[CH3:31])=[O:28]. (6) The reactants are: [CH3:1][O:2][CH2:3][C:4]([NH:6][C:7]1[CH:12]=[C:11]([O:13][C:14]2[CH:19]=[CH:18][C:17]([N+:20]([O-])=O)=[C:16]([CH3:23])[CH:15]=2)[CH:10]=[CH:9][N:8]=1)=[O:5].[H][H]. Given the product [NH2:20][C:17]1[CH:18]=[CH:19][C:14]([O:13][C:11]2[CH:10]=[CH:9][N:8]=[C:7]([NH:6][C:4](=[O:5])[CH2:3][O:2][CH3:1])[CH:12]=2)=[CH:15][C:16]=1[CH3:23], predict the reactants needed to synthesize it. (7) Given the product [N+:8]([C:5]1[N:6]=[CH:7][C:2]([N:17]2[C:12](=[O:11])[CH2:13][C@H:14]3[CH2:20][N:19]([C:21]([O:23][C:24]([CH3:27])([CH3:26])[CH3:25])=[O:22])[CH2:18][C@H:15]3[CH2:16]2)=[CH:3][CH:4]=1)([O-:10])=[O:9], predict the reactants needed to synthesize it. The reactants are: Br[C:2]1[CH:3]=[CH:4][C:5]([N+:8]([O-:10])=[O:9])=[N:6][CH:7]=1.[O:11]=[C:12]1[NH:17][CH2:16][C@@H:15]2[CH2:18][N:19]([C:21]([O:23][C:24]([CH3:27])([CH3:26])[CH3:25])=[O:22])[CH2:20][C@@H:14]2[CH2:13]1. (8) Given the product [F:1][C:2]1[CH:7]=[CH:6][C:5]([O:8][CH3:9])=[CH:4][C:3]=1[S:12][CH3:11], predict the reactants needed to synthesize it. The reactants are: [F:1][C:2]1[CH:7]=[CH:6][C:5]([O:8][CH3:9])=[CH:4][C:3]=1F.[CH3:11][S-:12].[Na+]. (9) Given the product [C:1]([O:4][C@H:5]1[C@@H:10]([O:11][C:12](=[O:14])[CH3:13])[C@H:9]([O:15][C:16](=[O:18])[CH3:17])[C@@H:8]([O:19]/[C:20](/[C:29]([O:31][CH2:32][CH3:33])=[O:30])=[CH:21]\[C:22]2[CH:27]=[CH:26][CH:25]=[CH:24][C:23]=2[Br:39])[O:7][C@H:6]1[CH2:34][O:35][C:36](=[O:38])[CH3:37])(=[O:3])[CH3:2], predict the reactants needed to synthesize it. The reactants are: [C:1]([O:4][C@@H:5]1[C@@H:10]([O:11][C:12](=[O:14])[CH3:13])[C@H:9]([O:15][C:16](=[O:18])[CH3:17])[C@@H:8]([O:19]/[C:20](/[C:29]([O:31][CH2:32][CH3:33])=[O:30])=[CH:21]\[C:22]2[CH:27]=[CH:26][CH:25]=[CH:24][C:23]=2F)[O:7][C@H:6]1[CH2:34][O:35][C:36](=[O:38])[CH3:37])(=[O:3])[CH3:2].[Br:39]C1C=CC=CC=1CC(=O)C(OCC)=O.[H-].[Na+].[Br-].C(O[C@@H]1[C@@H](OC(=O)C)[C@@H](OC(=O)C)[C@@H](COC(=O)C)O[C@@H]1O)(=O)C. (10) Given the product [Cl:1][C:2]1[N:7]=[CH:6][C:5]2[CH:8]=[CH:9][N:10]([CH2:14][C:15]3[C:16]([N:21]([CH3:26])[S:22]([CH3:25])(=[O:24])=[O:23])=[N:17][CH:18]=[CH:19][CH:20]=3)[C:4]=2[CH:3]=1, predict the reactants needed to synthesize it. The reactants are: [Cl:1][C:2]1[N:7]=[CH:6][C:5]2[CH:8]=[CH:9][NH:10][C:4]=2[CH:3]=1.[H-].[Na+].Cl[CH2:14][C:15]1[C:16]([N:21]([CH3:26])[S:22]([CH3:25])(=[O:24])=[O:23])=[N:17][CH:18]=[CH:19][CH:20]=1.